Dataset: Forward reaction prediction with 1.9M reactions from USPTO patents (1976-2016). Task: Predict the product of the given reaction. (1) Given the reactants [Br:1][C:2]1[C:3]([O:12][CH2:13][CH:14]2[CH2:18][CH2:17][CH2:16][O:15]2)=[CH:4][C:5]2[S:9][C:8]([NH2:10])=[N:7][C:6]=2[CH:11]=1.[CH2:19]([N:21]=[C:22]=[O:23])[CH3:20], predict the reaction product. The product is: [Br:1][C:2]1[C:3]([O:12][CH2:13][CH:14]2[CH2:18][CH2:17][CH2:16][O:15]2)=[CH:4][C:5]2[S:9][C:8]([NH:10][C:22]([NH:21][CH2:19][CH3:20])=[O:23])=[N:7][C:6]=2[CH:11]=1. (2) Given the reactants O=P(Cl)(Cl)Cl.[CH3:6][C:7]1[O:11][N:10]=[C:9]([C:12]2[NH:13][C:14]3[C:19]([CH:20]=2)=[CH:18][CH:17]=[CH:16][CH:15]=3)[CH:8]=1.CN(C)[CH:23]=[O:24], predict the reaction product. The product is: [CH3:6][C:7]1[O:11][N:10]=[C:9]([C:12]2[NH:13][C:14]3[C:19]([C:20]=2[CH:23]=[O:24])=[CH:18][CH:17]=[CH:16][CH:15]=3)[CH:8]=1. (3) Given the reactants [NH2:1][CH2:2][C:3]1[O:7][N:6]=[C:5]([C:8]([NH2:10])=[O:9])[CH:4]=1.Cl[C:12]1[N:17]=[C:16]([NH:18][C:19]2[NH:20][N:21]=[C:22]([CH2:24][O:25][C:26]3[CH:31]=[CH:30][CH:29]=[CH:28][CH:27]=3)[CH:23]=2)[CH:15]=[CH:14][N:13]=1, predict the reaction product. The product is: [O:25]([CH2:24][C:22]1[CH:23]=[C:19]([NH:18][C:16]2[CH:15]=[CH:14][N:13]=[C:12]([NH:1][CH2:2][C:3]3[O:7][N:6]=[C:5]([C:8]([NH2:10])=[O:9])[CH:4]=3)[N:17]=2)[NH:20][N:21]=1)[C:26]1[CH:31]=[CH:30][CH:29]=[CH:28][CH:27]=1. (4) Given the reactants CC(OC(N(C(OC(C)(C)C)=O)C1C=C(CC(Br)Br)C(Br)=CC=1C(OCC)=O)=O)(C)C.CC(OC([N:39](C(OC(C)(C)C)=O)[C:40]1[CH:50]=[C:49]([CH:51]=[O:52])[C:48]([Br:53])=[CH:47][C:41]=1[C:42]([O:44][CH2:45][CH3:46])=[O:43])=O)(C)C.CC(OC(NC1C=C(C=O)C(Br)=CC=1C(OCC)=O)=O)(C)C.Cl.O1CCOCC1.C(=O)(O)[O-].[Na+], predict the reaction product. The product is: [NH2:39][C:40]1[CH:50]=[C:49]([CH:51]=[O:52])[C:48]([Br:53])=[CH:47][C:41]=1[C:42]([O:44][CH2:45][CH3:46])=[O:43]. (5) Given the reactants CC(OC(/N=N/C(OC(C)C)=O)=O)C.C1(P(C2C=CC=CC=2)C2C=CC=CC=2)C=CC=CC=1.[CH2:34]([O:36][C:37]([C:39]1[O:40][C:41]2[CH:47]=[CH:46][C:45]([OH:48])=[CH:44][C:42]=2[CH:43]=1)=[O:38])[CH3:35].[F:49][C:50]1([F:59])[CH2:55][CH2:54][N:53]([CH2:56][CH2:57]O)[CH2:52][CH2:51]1, predict the reaction product. The product is: [CH2:34]([O:36][C:37]([C:39]1[O:40][C:41]2[CH:47]=[CH:46][C:45]([O:48][CH2:57][CH2:56][N:53]3[CH2:54][CH2:55][C:50]([F:59])([F:49])[CH2:51][CH2:52]3)=[CH:44][C:42]=2[CH:43]=1)=[O:38])[CH3:35]. (6) Given the reactants Br[C:2]1[C:10]2[N:9]3[CH2:11][CH2:12][CH2:13][NH:14][C:15](=[O:16])[C:8]3=[C:7]([CH3:17])[C:6]=2[CH:5]=[C:4]([C:18]#[N:19])[CH:3]=1.[C:20]([C:22]1[CH:27]=[CH:26][C:25](B(O)O)=[CH:24][CH:23]=1)#[N:21], predict the reaction product. The product is: [C:20]([C:22]1[CH:27]=[CH:26][C:25]([C:2]2[C:10]3[N:9]4[CH2:11][CH2:12][CH2:13][NH:14][C:15](=[O:16])[C:8]4=[C:7]([CH3:17])[C:6]=3[CH:5]=[C:4]([C:18]#[N:19])[CH:3]=2)=[CH:24][CH:23]=1)#[N:21]. (7) Given the reactants [CH2:1]([Si:3]([CH2:22][CH3:23])([CH2:20][CH3:21])[C:4]1[NH:5][C:6]2[C:11]([C:12]=1[CH2:13][CH2:14]O)=[CH:10][C:9]([C:16]([F:19])([F:18])[F:17])=[CH:8][CH:7]=2)[CH3:2].C1(P(C2C=CC=CC=2)C2C=CC=CC=2)C=CC=CC=1.[Br:43]C(Br)(Br)Br, predict the reaction product. The product is: [Br:43][CH2:14][CH2:13][C:12]1[C:11]2[C:6](=[CH:7][CH:8]=[C:9]([C:16]([F:19])([F:18])[F:17])[CH:10]=2)[NH:5][C:4]=1[Si:3]([CH2:22][CH3:23])([CH2:20][CH3:21])[CH2:1][CH3:2].